Dataset: Reaction yield outcomes from USPTO patents with 853,638 reactions. Task: Predict the reaction yield, written as a fraction of the theoretical maximum amount of product (1.0 means a 100% yield; for example, 0.34 means a 34% yield). (1) The reactants are [F:1][C:2]1[CH:3]=[C:4]([C:8]2([C:14]#[N:15])[CH2:13][CH2:12][CH2:11][CH2:10][CH2:9]2)[CH:5]=[CH:6][CH:7]=1.C([O-])(O)=[O:17].[Na+]. No catalyst specified. The product is [F:1][C:2]1[CH:3]=[C:4]([C:8]2([C:14]([NH2:15])=[O:17])[CH2:13][CH2:12][CH2:11][CH2:10][CH2:9]2)[CH:5]=[CH:6][CH:7]=1. The yield is 0.870. (2) The reactants are O=S(Cl)Cl.[CH3:5]O.[OH:7][C:8]1[C:9]([N+:17]([O-:19])=[O:18])=[C:10]([CH:14]=[CH:15][CH:16]=1)[C:11]([OH:13])=[O:12]. The catalyst is C(OCC)(=O)C. The product is [OH:7][C:8]1[C:9]([N+:17]([O-:19])=[O:18])=[C:10]([CH:14]=[CH:15][CH:16]=1)[C:11]([O:13][CH3:5])=[O:12]. The yield is 1.00. (3) The reactants are [CH2:1]([CH:3]1[O:5][CH2:4]1)[Cl:2].CCCCCC.[OH-:12].[Na+].[I-].[CH2:15]([N+:19]([CH2:28]CCC)([CH2:24]CCC)[CH2:20][CH2:21][CH2:22]C)CCC.[Cl:32](O)(=O)(=O)=O. The catalyst is O. The product is [Cl-:2].[Cl-:32].[CH3:15][N+:19]([CH3:24])([CH3:20])[CH2:22][CH:21]([O:12][CH2:1][CH:3]1[CH2:4][O:5]1)[CH2:20][N+:19]([CH3:28])([CH3:24])[CH3:15]. The yield is 0.964. (4) The reactants are [OH-].[Na+].[CH3:3][C:4]1[CH:9]=[CH:8][N:7]=[C:6]([CH2:10][O:11]C(=O)C)[CH:5]=1. The catalyst is CO. The product is [CH3:3][C:4]1[CH:9]=[CH:8][N:7]=[C:6]([CH2:10][OH:11])[CH:5]=1. The yield is 0.710. (5) The reactants are [NH2:1][CH:2]([C:8]1[C:13]([Cl:14])=[CH:12][C:11]([Br:15])=[CH:10][N:9]=1)C(OCC)=O. The catalyst is Cl. The product is [ClH:14].[Br:15][C:11]1[CH:12]=[C:13]([Cl:14])[C:8]([CH2:2][NH2:1])=[N:9][CH:10]=1. The yield is 0.650.